Dataset: Forward reaction prediction with 1.9M reactions from USPTO patents (1976-2016). Task: Predict the product of the given reaction. Given the reactants Cl[C:2]1[N:7]=[C:6]([C:8]2[S:9][C:10]([C:13]3[S:14][CH:15]=[CH:16][CH:17]=3)=[CH:11][CH:12]=2)[CH:5]=[CH:4][N:3]=1.Cl.[NH2:19][CH2:20][CH2:21][N:22]1[C:26]2[CH:27]=[CH:28][CH:29]=[CH:30][C:25]=2[NH:24][C:23]1=[O:31].C(=O)([O-])[O-].[K+].[K+], predict the reaction product. The product is: [S:14]1[CH:15]=[CH:16][CH:17]=[C:13]1[C:10]1[S:9][C:8]([C:6]2[CH:5]=[CH:4][N:3]=[C:2]([NH:19][CH2:20][CH2:21][N:22]3[C:26]4[CH:27]=[CH:28][CH:29]=[CH:30][C:25]=4[NH:24][C:23]3=[O:31])[N:7]=2)=[CH:12][CH:11]=1.